Dataset: Full USPTO retrosynthesis dataset with 1.9M reactions from patents (1976-2016). Task: Predict the reactants needed to synthesize the given product. (1) Given the product [CH:8]1([CH2:11][CH2:12][O:13][C:14]2[N:22]=[C:21]3[C:17]([N:18]=[C:19]([O:23][CH3:24])[N:20]3[CH2:27][CH2:28][CH:29]3[CH2:34][CH2:33][O:32][CH2:31][CH2:30]3)=[C:16]([NH2:25])[N:15]=2)[CH2:10][CH2:9]1, predict the reactants needed to synthesize it. The reactants are: FC(F)(F)C(O)=O.[CH:8]1([CH2:11][CH2:12][O:13][C:14]2[NH:15][C:16]([NH2:25])=[C:17]3[C:21]([N:22]=2)=[N:20][C:19]([O:23][CH3:24])=[N:18]3)[CH2:10][CH2:9]1.Br[CH2:27][CH2:28][CH:29]1[CH2:34][CH2:33][O:32][CH2:31][CH2:30]1. (2) Given the product [CH3:1][N:2]1[C:6]([NH:7][C:15](=[O:16])[O:17][CH2:18][C:19]([Cl:22])([Cl:21])[Cl:20])=[CH:5][CH:4]=[N:3]1, predict the reactants needed to synthesize it. The reactants are: [CH3:1][N:2]1[C:6]([NH2:7])=[CH:5][CH:4]=[N:3]1.N1C=CC=CC=1.Cl[C:15]([O:17][CH2:18][C:19]([Cl:22])([Cl:21])[Cl:20])=[O:16].O. (3) Given the product [Cl:1][C:2]1[CH:7]=[CH:6][CH:5]=[CH:4][C:3]=1/[C:8](=[N:18]\[NH:17][CH3:16])/[CH3:9], predict the reactants needed to synthesize it. The reactants are: [Cl:1][C:2]1[CH:7]=[CH:6][CH:5]=[CH:4][C:3]=1[C:8](=O)[CH3:9].S(O)(O)(=O)=O.[CH3:16][NH:17][NH2:18]. (4) Given the product [N:9]1[CH:10]=[CH:11][C:12]([C:15]2[NH:19][N:18]=[C:17]([NH:20][C:6](=[O:7])[CH2:5][CH2:4][CH2:3][CH2:2][N:30]3[CH2:36][CH2:35][CH2:34][CH2:33][CH2:32][CH2:31]3)[CH:16]=2)=[CH:13][CH:14]=1, predict the reactants needed to synthesize it. The reactants are: Br[CH2:2][CH2:3][CH2:4][CH2:5][C:6](Cl)=[O:7].[N:9]1[CH:14]=[CH:13][C:12]([C:15]2[NH:19][N:18]=[C:17]([NH2:20])[CH:16]=2)=[CH:11][CH:10]=1.C(N(C(C)C)CC)(C)C.[NH:30]1[CH2:36][CH2:35][CH2:34][CH2:33][CH2:32][CH2:31]1.[Na+].[I-]. (5) Given the product [C:36]([NH:83][C:15]1[N:14]=[C:13]([NH:34][C:30]2[CH:29]=[C:28]([C:26]3[CH:25]=[CH:24][N:23]=[C:22]([CH3:21])[CH:27]=3)[CH:33]=[CH:32][N:31]=2)[CH:12]=[C:10]2[C:9]=1[C:8](=[O:17])[N:7]([CH2:6][CH2:77][OH:80])[CH:18]=[CH:19]2)([CH3:76])([CH3:37])[CH3:35], predict the reactants needed to synthesize it. The reactants are: C(N[C:6]1[N:7]([CH2:18][CH2:19]O)[C:8](=[O:17])[C:9]2[CH:15]=[N:14][C:13](Cl)=[CH:12][C:10]=2N=1)(C)(C)C.[CH3:21][C:22]1[CH:27]=[C:26]([C:28]2[CH:33]=[CH:32][N:31]=[C:30]([NH2:34])[CH:29]=2)[CH:25]=[CH:24][N:23]=1.[CH3:35][C:36]1([CH3:76])C2C(=C(P(C3C=CC=CC=3)C3C=CC=CC=3)C=CC=2)OC2C(P(C3C=CC=CC=3)C3C=CC=CC=3)=CC=C[C:37]1=2.[C:77]([O-:80])([O-])=O.[Cs+].[Cs+].[NH4+:83].[Cl-]. (6) Given the product [Br:1][C:2]1[C:3]([CH3:10])=[C:4]([C:5]([CH3:9])=[C:6]([CH3:8])[CH:7]=1)[CH:15]=[O:16], predict the reactants needed to synthesize it. The reactants are: [Br:1][C:2]1[CH:7]=[C:6]([CH3:8])[C:5]([CH3:9])=[CH:4][C:3]=1[CH3:10].[Cl-].[Al+3].[Cl-].[Cl-].[CH3:15][O:16]C(Cl)Cl.O. (7) Given the product [F:10][C:11]1[CH:12]=[CH:13][C:14]([CH2:17][CH2:18][N:19]([CH3:20])[C:7]([C:5]2[S:6][C:2]([Br:1])=[CH:3][CH:4]=2)=[O:9])=[CH:15][CH:16]=1, predict the reactants needed to synthesize it. The reactants are: [Br:1][C:2]1[S:6][C:5]([C:7]([OH:9])=O)=[CH:4][CH:3]=1.[F:10][C:11]1[CH:16]=[CH:15][C:14]([CH2:17][CH2:18][NH:19][CH3:20])=[CH:13][CH:12]=1.